From a dataset of Full USPTO retrosynthesis dataset with 1.9M reactions from patents (1976-2016). Predict the reactants needed to synthesize the given product. (1) Given the product [ClH:7].[ClH:7].[NH2:15][C@H:14]1[C:13]2[CH:23]=[C:24]([O:32][CH3:33])[C:25]([NH:27][S:28]([CH3:31])(=[O:29])=[O:30])=[CH:26][C:12]=2[O:11][C:10]([CH3:34])([CH3:35])[C@@H:9]1[OH:8], predict the reactants needed to synthesize it. The reactants are: O1CCOCC1.[ClH:7].[OH:8][C@@H:9]1[C@@H:14]([NH:15]C(=O)OC(C)(C)C)[C:13]2[CH:23]=[C:24]([O:32][CH3:33])[C:25]([NH:27][S:28]([CH3:31])(=[O:30])=[O:29])=[CH:26][C:12]=2[O:11][C:10]1([CH3:35])[CH3:34]. (2) Given the product [CH2:3]1[C:4]2[C:9](=[CH:8][CH:7]=[CH:6][CH:5]=2)[CH2:1][CH:2]1[NH:10][C:11]1[CH:16]=[CH:15][C:14]([NH2:17])=[CH:13][N:12]=1, predict the reactants needed to synthesize it. The reactants are: [CH2:1]1[C:9]2[C:4](=[CH:5][CH:6]=[CH:7][CH:8]=2)[CH2:3][CH:2]1[NH:10][C:11]1[CH:16]=[CH:15][C:14]([N+:17]([O-])=O)=[CH:13][N:12]=1. (3) Given the product [OH:19][C@:17]1([CH3:18])[C@H:16]([CH3:15])[NH:20][C:21](=[O:27])[CH2:1]1, predict the reactants needed to synthesize it. The reactants are: [CH:1](NC(C)C)(C)C.C(=O)=O.CC(C)=O.[CH3:15][C@H:16]([NH:20][C:21](=[O:27])OC(C)(C)C)[C:17](=[O:19])[CH3:18].[Cl-].[NH4+]. (4) Given the product [I:1][C:13]1[CH:14]=[C:15]([NH:16][C:17](=[O:26])[O:18][CH2:19][C:20]2[CH:25]=[CH:24][CH:23]=[CH:22][CH:21]=2)[C:10](=[O:9])[NH:11][CH:12]=1, predict the reactants needed to synthesize it. The reactants are: [I:1]N1C(=O)CCC1=O.[O:9]=[C:10]1[C:15]([NH:16][C:17](=[O:26])[O:18][CH2:19][C:20]2[CH:25]=[CH:24][CH:23]=[CH:22][CH:21]=2)=[CH:14][CH:13]=[CH:12][NH:11]1. (5) Given the product [CH3:28][C:27]1[CH:29]=[CH:30][C:24]([S:21]([O:12][CH2:11][C:8]([C:5]2[CH:4]=[CH:3][C:2]([Br:1])=[CH:7][CH:6]=2)([C:9]#[N:10])[CH3:13])(=[O:23])=[O:22])=[CH:25][CH:26]=1, predict the reactants needed to synthesize it. The reactants are: [Br:1][C:2]1[CH:7]=[CH:6][C:5]([C:8]([CH3:13])([CH2:11][OH:12])[C:9]#[N:10])=[CH:4][CH:3]=1.CCN(CC)CC.[S:21](Cl)([C:24]1[CH:30]=[CH:29][C:27]([CH3:28])=[CH:26][CH:25]=1)(=[O:23])=[O:22]. (6) Given the product [NH2:8][C:7]1[C:2]([Cl:1])=[N:3][CH:4]=[N:5][C:6]=1[NH2:10], predict the reactants needed to synthesize it. The reactants are: [Cl:1][C:2]1[C:7]([NH2:8])=[C:6](Cl)[N:5]=[CH:4][N:3]=1.[NH3:10].